From a dataset of Forward reaction prediction with 1.9M reactions from USPTO patents (1976-2016). Predict the product of the given reaction. (1) Given the reactants N.Br.[CH2:3]([NH:6][C@@H:7]1[C:15]2[C:10](=[CH:11][CH:12]=[CH:13][CH:14]=2)[CH2:9][CH:8]1[Br:16])[CH:4]=[CH2:5].Br.[CH2:18]([NH:21][C@H:22]1[C:30]2[C:25](=[CH:26][CH:27]=[CH:28][CH:29]=2)[CH:24]([Br:31])[CH2:23]1)[CH:19]=[CH2:20].C#CCN[C@H]1C2C=CC=CC=2CC1, predict the reaction product. The product is: [CH2:3]([NH:6][C@@H:7]1[C:15]2[C:10](=[CH:11][CH:12]=[CH:13][CH:14]=2)[CH2:9][CH:8]1[Br:16])[CH:4]=[CH2:5].[CH2:18]([NH:21][C@H:22]1[C:30]2[C:25](=[CH:26][CH:27]=[CH:28][CH:29]=2)[CH:24]([Br:31])[CH2:23]1)[CH:19]=[CH2:20]. (2) Given the reactants [F:1][C:2]([F:16])([C:6]1[CH:11]=[CH:10][C:9]([C:12]([O:14][CH3:15])=[O:13])=[CH:8][CH:7]=1)[C:3]([OH:5])=O.[CH3:17][O:18][C:19]1[CH:28]=[CH:27][CH:26]=[CH:25][C:20]=1[C:21]([NH:23][NH2:24])=[O:22].[Cl-].C(N=C=NCCC[NH+](C)C)C, predict the reaction product. The product is: [F:16][C:2]([C:6]1[CH:11]=[CH:10][C:9]([C:12]([O:14][CH3:15])=[O:13])=[CH:8][CH:7]=1)([F:1])[C:3]([NH:24][NH:23][C:21](=[O:22])[C:20]1[CH:25]=[CH:26][CH:27]=[CH:28][C:19]=1[O:18][CH3:17])=[O:5]. (3) Given the reactants [F:1][C:2]([F:13])([F:12])[C:3]1[CH:4]=[C:5]([CH:9]=[CH:10][CH:11]=1)[C:6]([OH:8])=O.CN(C(ON1N=NC2C=CC=NC1=2)=[N+](C)C)C.F[P-](F)(F)(F)(F)F.CCN(C(C)C)C(C)C.[CH3:47][C:48]1[CH:54]=[CH:53][C:51]([NH2:52])=[CH:50][C:49]=1[N+:55]([O-:57])=[O:56], predict the reaction product. The product is: [CH3:47][C:48]1[CH:54]=[CH:53][C:51]([NH:52][C:6](=[O:8])[C:5]2[CH:9]=[CH:10][CH:11]=[C:3]([C:2]([F:1])([F:13])[F:12])[CH:4]=2)=[CH:50][C:49]=1[N+:55]([O-:57])=[O:56]. (4) Given the reactants Cl[C:2]1[CH:7]=[C:6]([CH2:8][N:9]2[C:13]([CH3:15])([CH3:14])[C:12](=[O:16])[N:11]([C:17]3[CH:22]=[CH:21][C:20]([S:23][C:24]([F:27])([F:26])[F:25])=[CH:19][CH:18]=3)[C:10]2=[O:28])[CH:5]=[CH:4][N:3]=1.[Cl:29][C:30]1[CH:31]=[C:32]([CH:36]=[C:37]([Cl:39])[CH:38]=1)[C:33]([NH2:35])=[O:34].CC1(C)C2C=CC=C(P(C3C=CC=CC=3)C3C=CC=CC=3)C=2OC2C1=CC=CC=2P(C1C=CC=CC=1)C1C=CC=CC=1.C(=O)([O-])[O-].[Cs+].[Cs+], predict the reaction product. The product is: [Cl:29][C:30]1[CH:31]=[C:32]([CH:36]=[C:37]([Cl:39])[CH:38]=1)[C:33]([NH:35][C:2]1[CH:7]=[C:6]([CH2:8][N:9]2[C:13]([CH3:14])([CH3:15])[C:12](=[O:16])[N:11]([C:17]3[CH:18]=[CH:19][C:20]([S:23][C:24]([F:25])([F:26])[F:27])=[CH:21][CH:22]=3)[C:10]2=[O:28])[CH:5]=[CH:4][N:3]=1)=[O:34].